Dataset: Catalyst prediction with 721,799 reactions and 888 catalyst types from USPTO. Task: Predict which catalyst facilitates the given reaction. (1) The catalyst class is: 1. Product: [CH3:1][O:2][C:3]1[CH:33]=[C:32]([O:34][CH3:35])[CH:31]=[CH:30][C:4]=1[CH2:5][N:6]1[C:11](=[O:12])[C:10]([C:13]([OH:15])=[O:14])=[CH:9][C:8]2[CH2:17][CH2:18][CH2:19][CH2:20][C:21]3[CH:26]=[C:25]([N:27]([CH3:29])[CH3:28])[CH:24]=[CH:23][C:22]=3[C:7]1=2. Reactant: [CH3:1][O:2][C:3]1[CH:33]=[C:32]([O:34][CH3:35])[CH:31]=[CH:30][C:4]=1[CH2:5][N:6]1[C:11](=[O:12])[C:10]([C:13]([O:15]C)=[O:14])=[CH:9][C:8]2[CH2:17][CH2:18][CH2:19][CH2:20][C:21]3[CH:26]=[C:25]([N:27]([CH3:29])[CH3:28])[CH:24]=[CH:23][C:22]=3[C:7]1=2.[Li+].[OH-].Cl. (2) Reactant: C([O:3][C:4]([C:6]1[C:7]([Cl:14])=[N:8][C:9]([S:12][CH3:13])=[N:10][CH:11]=1)=O)C.[H-].C([Al+]CC(C)C)C(C)C.S([O-])([O-])(=O)=O.[Na+].[Na+].Cl. Product: [Cl:14][C:7]1[C:6]([CH2:4][OH:3])=[CH:11][N:10]=[C:9]([S:12][CH3:13])[N:8]=1. The catalyst class is: 54. (3) Reactant: [C:1]([C:4]1[N:9]=[N:8][C:7]([NH:10][C@@H:11]2[CH2:16][CH2:15][O:14][CH2:13][C@@H:12]2[NH:17]C(=O)OC(C)(C)C)=[CH:6][C:5]=1[NH:25][C:26]1[CH:31]=[CH:30][CH:29]=[C:28]([CH3:32])[N:27]=1)(=[O:3])[NH2:2].FC(F)(F)C(O)=O. Product: [NH2:17][C@@H:12]1[C@H:11]([NH:10][C:7]2[N:8]=[N:9][C:4]([C:1]([NH2:2])=[O:3])=[C:5]([NH:25][C:26]3[CH:31]=[CH:30][CH:29]=[C:28]([CH3:32])[N:27]=3)[CH:6]=2)[CH2:16][CH2:15][O:14][CH2:13]1. The catalyst class is: 4. (4) Reactant: Cl.[NH:2]1[CH2:5][CH2:4][CH2:3]1.C(N(CC)C(C)C)(C)C.[C:15]([C:17]1[CH:22]=[CH:21][C:20]([N:23]2[C:27]3=[N:28][CH:29]=[CH:30][CH:31]=[C:26]3[N:25]=[C:24]2[C:32](OCC)=[O:33])=[CH:19][C:18]=1[F:37])#[N:16].[Cl-].[Ca+2].[Cl-]. Product: [N:2]1([C:32]([C:24]2[N:23]([C:20]3[CH:21]=[CH:22][C:17]([C:15]#[N:16])=[C:18]([F:37])[CH:19]=3)[C:27]3=[N:28][CH:29]=[CH:30][CH:31]=[C:26]3[N:25]=2)=[O:33])[CH2:5][CH2:4][CH2:3]1. The catalyst class is: 5. (5) Reactant: Cl[C:2]1[CH:7]=[CH:6][C:5]([N+:8]([O-:10])=[O:9])=[CH:4][N:3]=1.[CH:11]1([OH:15])[CH2:14][CH2:13][CH2:12]1.[H-].[Na+]. Product: [CH:11]1([O:15][C:2]2[CH:7]=[CH:6][C:5]([N+:8]([O-:10])=[O:9])=[CH:4][N:3]=2)[CH2:14][CH2:13][CH2:12]1. The catalyst class is: 1.